This data is from Forward reaction prediction with 1.9M reactions from USPTO patents (1976-2016). The task is: Predict the product of the given reaction. Given the reactants [CH:1](OCC)(OCC)OCC.Cl.[NH2:12][C:13]1[CH:14]=[C:15]([CH:20]=[C:21]([OH:24])[C:22]=1[OH:23])[C:16]([O:18][CH3:19])=[O:17], predict the reaction product. The product is: [OH:24][C:21]1[C:22]2[O:23][CH:1]=[N:12][C:13]=2[CH:14]=[C:15]([C:16]([O:18][CH3:19])=[O:17])[CH:20]=1.